This data is from Catalyst prediction with 721,799 reactions and 888 catalyst types from USPTO. The task is: Predict which catalyst facilitates the given reaction. (1) Reactant: [CH2:1]([NH:3][C:4]1[S:5][C@H:6]2[O:12][C@H:11]([CH:13]=O)[C@@H:10]([OH:15])[C@H:9]([OH:16])[C@H:7]2[N:8]=1)[CH3:2].Cl.[CH3:18][NH:19][CH3:20].C([BH3-])#N.[Na+].CO.C(Cl)Cl. Product: [CH3:18][N:19]([CH2:13][CH:11]1[O:12][CH:6]2[CH:7]([N:8]=[C:4]([NH:3][CH2:1][CH3:2])[S:5]2)[CH:9]([OH:16])[CH:10]1[OH:15])[CH3:20]. The catalyst class is: 5. (2) Reactant: [F:1][C:2]([F:28])([F:27])[C:3]1[CH:4]=[C:5]([CH:20]=[C:21]([C:23]([F:26])([F:25])[F:24])[CH:22]=1)[CH2:6][O:7][CH2:8][C:9]([CH3:19])([C:13]1[CH:18]=[CH:17][CH:16]=[CH:15][CH:14]=1)[CH2:10][C:11]#[N:12].[C:29]([O-])([O-])=O.[K+].[K+].ClC(OC)=O.C(=O)([O-])N.[Li].[H-]. Product: [F:1][C:2]([F:27])([F:28])[C:3]1[CH:4]=[C:5]([CH:20]=[C:21]([C:23]([F:25])([F:24])[F:26])[CH:22]=1)[CH2:6][O:7][CH2:8][C:9]([CH3:19])([C:13]1[CH:18]=[CH:17][CH:16]=[CH:15][CH:14]=1)[CH2:10][CH2:11][NH:12][CH3:29]. The catalyst class is: 168. (3) Reactant: [CH2:1]([C:3]1[C:12]2[C:7](=[CH:8][C:9]([O:15][CH3:16])=[C:10]([O:13][CH3:14])[CH:11]=2)[CH:6]=[C:5]([OH:17])[N:4]=1)[CH3:2].[ClH:18].[Cl:19][CH2:20][C:21]1[C:22]([NH:33][CH2:34][C:35]([F:38])([F:37])[F:36])=[N:23][C:24]2[C:29]([CH:30]=1)=[CH:28][C:27]([O:31][CH3:32])=[CH:26][CH:25]=2.[Li+].[OH-]. Product: [ClH:19].[ClH:18].[CH2:1]([C:3]1[C:12]2[C:7](=[CH:8][C:9]([O:15][CH3:16])=[C:10]([O:13][CH3:14])[CH:11]=2)[C:6]([CH2:20][C:21]2[C:22]([NH:33][CH2:34][C:35]([F:38])([F:36])[F:37])=[N:23][C:24]3[C:29]([CH:30]=2)=[CH:28][C:27]([O:31][CH3:32])=[CH:26][CH:25]=3)=[C:5]([OH:17])[N:4]=1)[CH3:2]. The catalyst class is: 76. (4) Reactant: [OH:1][C:2]1[CH:7]=[C:6]([CH3:8])[CH:5]=[CH:4][C:3]=1[C:9](=O)[CH3:10]. Product: [CH2:9]([C:3]1[CH:4]=[CH:5][C:6]([CH3:8])=[CH:7][C:2]=1[OH:1])[CH3:10]. The catalyst class is: 19. (5) Reactant: C(OC(=O)[NH:7][CH:8]1[CH2:13][CH2:12][N:11]([CH2:14][CH:15]([C:18]2[C:19]([F:30])=[CH:20][CH:21]=[C:22]3[C:27]=2[N:26]=[C:25]([O:28][CH3:29])[CH:24]=[CH:23]3)[CH2:16][OH:17])[CH2:10][CH2:9]1)(C)(C)C. Product: [NH2:7][CH:8]1[CH2:13][CH2:12][N:11]([CH2:14][CH:15]([C:18]2[C:19]([F:30])=[CH:20][CH:21]=[C:22]3[C:27]=2[N:26]=[C:25]([O:28][CH3:29])[CH:24]=[CH:23]3)[CH2:16][OH:17])[CH2:10][CH2:9]1. The catalyst class is: 137.